From a dataset of Forward reaction prediction with 1.9M reactions from USPTO patents (1976-2016). Predict the product of the given reaction. (1) Given the reactants [C:1]([C:3]1[CH:4]=[C:5]([OH:9])[CH:6]=[CH:7][CH:8]=1)#[N:2].CS(O[CH:15]1[CH2:18][N:17]([C:19]([O:21][C:22]([CH3:25])([CH3:24])[CH3:23])=[O:20])[CH2:16]1)(=O)=O.C([O-])([O-])=O.[Cs+].[Cs+], predict the reaction product. The product is: [C:1]([C:3]1[CH:4]=[C:5]([CH:6]=[CH:7][CH:8]=1)[O:9][CH:15]1[CH2:16][N:17]([C:19]([O:21][C:22]([CH3:25])([CH3:24])[CH3:23])=[O:20])[CH2:18]1)#[N:2]. (2) The product is: [Cl:38][C:18]1[CH:17]=[C:16]([NH:15][C:12]([NH:13][C:8](=[O:9])[CH2:7][C:1]2[CH:6]=[CH:5][CH:4]=[CH:3][CH:2]=2)=[S:11])[CH:37]=[CH:36][C:19]=1[O:20][C:21]1[CH:26]=[CH:25][N:24]=[C:23]([NH:27][C:28]([N:30]2[CH2:31][CH2:32][O:33][CH2:34][CH2:35]2)=[O:29])[CH:22]=1. Given the reactants [C:1]1([CH2:7][C:8](Cl)=[O:9])[CH:6]=[CH:5][CH:4]=[CH:3][CH:2]=1.[S-:11][C:12]#[N:13].[K+].[NH2:15][C:16]1[CH:37]=[CH:36][C:19]([O:20][C:21]2[CH:26]=[CH:25][N:24]=[C:23]([NH:27][C:28]([N:30]3[CH2:35][CH2:34][O:33][CH2:32][CH2:31]3)=[O:29])[CH:22]=2)=[C:18]([Cl:38])[CH:17]=1.CCCCCC.C(OCC)(=O)C, predict the reaction product.